The task is: Predict the reactants needed to synthesize the given product.. This data is from Full USPTO retrosynthesis dataset with 1.9M reactions from patents (1976-2016). Given the product [Cl:37][C:31]1[CH:32]=[CH:33][CH:34]=[C:35]([F:36])[C:30]=1[CH2:29][S:16][C:14]1[N:15]2[C:8]([C:4]3[CH:5]=[CH:6][CH:7]=[C:2]([Cl:1])[CH:3]=3)=[C:9]([CH2:17][C:18]3[CH:23]=[CH:22][C:21]([O:24][CH3:25])=[C:20]([O:26][CH3:27])[CH:19]=3)[S:10][C:11]2=[N:12][N:13]=1, predict the reactants needed to synthesize it. The reactants are: [Cl:1][C:2]1[CH:3]=[C:4]([C:8]2[N:15]3[C:11](=[N:12][N:13]=[C:14]3[SH:16])[S:10][C:9]=2[CH2:17][C:18]2[CH:23]=[CH:22][C:21]([O:24][CH3:25])=[C:20]([O:26][CH3:27])[CH:19]=2)[CH:5]=[CH:6][CH:7]=1.Br[CH2:29][C:30]1[C:35]([F:36])=[CH:34][CH:33]=[CH:32][C:31]=1[Cl:37].C([O-])([O-])=O.[K+].[K+].O.